The task is: Predict the reactants needed to synthesize the given product.. This data is from Full USPTO retrosynthesis dataset with 1.9M reactions from patents (1976-2016). (1) The reactants are: NN.[F:3][C:4]1[CH:5]=[C:6]([CH:19]=[CH:20][C:21]=1[S:22]([CH3:27])(=[N:24][C:25]#[N:26])=[O:23])[CH2:7][N:8]1C(=O)C2C(=CC=CC=2)C1=O.ClCCl. Given the product [F:3][C:4]1[CH:5]=[C:6]([CH:19]=[CH:20][C:21]=1[S:22]([CH3:27])(=[N:24][C:25]#[N:26])=[O:23])[CH2:7][NH2:8], predict the reactants needed to synthesize it. (2) Given the product [OH:26][CH:22]1[O:23][CH2:24][CH2:25][N:20]([CH2:19][C:18]2[CH:28]=[C:29]([F:32])[C:30]([F:31])=[C:16]([F:15])[CH:17]=2)[C:21]1=[O:27], predict the reactants needed to synthesize it. The reactants are: C([BH-](C(CC)C)C(CC)C)(CC)C.[Li+].[F:15][C:16]1[CH:17]=[C:18]([CH:28]=[C:29]([F:32])[C:30]=1[F:31])[CH2:19][N:20]1[CH2:25][CH2:24][O:23][C:22](=[O:26])[C:21]1=[O:27].[OH-].[Na+].OO.S(=O)(O)[O-].[Na+]. (3) The reactants are: [Si]([O:8][CH:9]1[CH2:13][N:12]([C:14]2[CH:19]=[CH:18][N:17]3[N:20]=[CH:21][C:22]([C:23]([O:25][CH2:26][CH3:27])=[O:24])=[C:16]3[N:15]=2)[C@@H:11]([C:28]2[CH:33]=[C:32]([F:34])[CH:31]=[CH:30][C:29]=2[O:35][CH3:36])[CH2:10]1)(C(C)(C)C)(C)C.CCCC[N+](CCCC)(CCCC)CCCC.[F-]. Given the product [F:34][C:32]1[CH:31]=[CH:30][C:29]([O:35][CH3:36])=[C:28]([C@H:11]2[CH2:10][CH:9]([OH:8])[CH2:13][N:12]2[C:14]2[CH:19]=[CH:18][N:17]3[N:20]=[CH:21][C:22]([C:23]([O:25][CH2:26][CH3:27])=[O:24])=[C:16]3[N:15]=2)[CH:33]=1, predict the reactants needed to synthesize it. (4) The reactants are: [N:1]1([CH2:6][C:7]2[CH:14]=[CH:13][C:10]([CH:11]=O)=[CH:9][CH:8]=2)[CH:5]=[N:4][CH:3]=[N:2]1.[NH2:15][C:16]1[N:17]=[N:18][C:19]([CH3:22])=[CH:20][CH:21]=1.C([O:25][C:26](=O)[C:27]([OH:40])=[CH:28][C:29]([C:31]1[CH:36]=[CH:35][C:34]([CH:37]([CH3:39])[CH3:38])=[CH:33][CH:32]=1)=[O:30])C. Given the product [OH:40][C:27]1[C:26](=[O:25])[N:15]([C:16]2[N:17]=[N:18][C:19]([CH3:22])=[CH:20][CH:21]=2)[CH:11]([C:10]2[CH:13]=[CH:14][C:7]([CH2:6][N:1]3[CH:5]=[N:4][CH:3]=[N:2]3)=[CH:8][CH:9]=2)[C:28]=1[C:29](=[O:30])[C:31]1[CH:36]=[CH:35][C:34]([CH:37]([CH3:39])[CH3:38])=[CH:33][CH:32]=1, predict the reactants needed to synthesize it. (5) Given the product [CH3:18][O:17][C:13]1[CH:12]=[C:11]([N:10]2[CH2:2][CH:3]3[CH2:4][N:5]([C:20]([O:22][C:23]([CH3:25])([CH3:24])[CH3:26])=[O:21])[CH2:6][CH2:7][N:8]3[C:9]2=[O:19])[CH:16]=[CH:15][CH:14]=1, predict the reactants needed to synthesize it. The reactants are: O[CH2:2][CH:3]1[N:8]([C:9](=[O:19])[NH:10][C:11]2[CH:16]=[CH:15][CH:14]=[C:13]([O:17][CH3:18])[CH:12]=2)[CH2:7][CH2:6][N:5]([C:20]([O:22][C:23]([CH3:26])([CH3:25])[CH3:24])=[O:21])[CH2:4]1.C1(P(C2C=CC=CC=2)C2C=CC=CC=2)C=CC=CC=1.N(C(OCC)=O)=NC(OCC)=O.C1(C)C=CC=CC=1.O. (6) Given the product [C:15]1([NH:3][C:4]2[CH:9]=[N:8][C:7]([C:10]([CH3:13])([CH3:12])[CH3:11])=[N:6][CH:5]=2)[C:24]2[C:19](=[CH:20][CH:21]=[CH:22][CH:23]=2)[C:18]([C:25]2[CH:34]=[C:33]3[C:28]([CH:29]=[CH:30][N:31]=[CH:32]3)=[CH:27][CH:26]=2)=[CH:17][N:16]=1, predict the reactants needed to synthesize it. The reactants are: [H-].[Na+].[NH2:3][C:4]1[CH:5]=[N:6][C:7]([C:10]([CH3:13])([CH3:12])[CH3:11])=[N:8][CH:9]=1.Cl[C:15]1[C:24]2[C:19](=[CH:20][CH:21]=[CH:22][CH:23]=2)[C:18]([C:25]2[CH:34]=[C:33]3[C:28]([CH:29]=[CH:30][N:31]=[CH:32]3)=[CH:27][CH:26]=2)=[CH:17][N:16]=1.